Task: Predict which catalyst facilitates the given reaction.. Dataset: Catalyst prediction with 721,799 reactions and 888 catalyst types from USPTO Reactant: Cl[CH2:2][C@H:3]1[O:7][C:6](=[O:8])[N:5]([C:9]2[CH:14]=[CH:13][C:12]([Cl:15])=[CH:11][N:10]=2)[CH2:4]1.[N-:16]=[N+:17]=[N-:18].[Na+]. Product: [N:16]([CH2:2][C@H:3]1[O:7][C:6](=[O:8])[N:5]([C:9]2[CH:14]=[CH:13][C:12]([Cl:15])=[CH:11][N:10]=2)[CH2:4]1)=[N+:17]=[N-:18]. The catalyst class is: 35.